This data is from Full USPTO retrosynthesis dataset with 1.9M reactions from patents (1976-2016). The task is: Predict the reactants needed to synthesize the given product. (1) Given the product [Cl:1][C:2]1[CH:3]=[C:4]([N:10]2[CH:18]([CH:19]3[CH2:20][CH2:21][CH2:22][CH2:23]3)[CH:17]3[C:12]([C:13]4[CH:27]=[CH:26][C:25]([C:28]([O:30][C@@H:32]([CH2:33][CH3:34])[CH3:31])=[O:29])=[CH:24][C:14]=4[CH2:15][CH2:16]3)=[N:11]2)[CH:5]=[CH:6][C:7]=1[C:8]#[N:9], predict the reactants needed to synthesize it. The reactants are: [Cl:1][C:2]1[CH:3]=[C:4]([N:10]2[CH:18]([CH:19]3[CH2:23][CH2:22][CH2:21][CH2:20]3)[CH:17]3[C:12]([C:13]4[CH:27]=[CH:26][C:25]([C:28]([OH:30])=[O:29])=[CH:24][C:14]=4[CH2:15][CH2:16]3)=[N:11]2)[CH:5]=[CH:6][C:7]=1[C:8]#[N:9].[CH3:31][C@@H:32](O)[CH2:33][CH3:34]. (2) Given the product [F:1][C:2]1[CH:7]=[CH:6][N:5]=[C:4]2[N:8]([Si:15]([CH:22]([CH3:24])[CH3:23])([CH:19]([CH3:21])[CH3:20])[CH:16]([CH3:18])[CH3:17])[C:9]([CH3:11])=[CH:10][C:3]=12, predict the reactants needed to synthesize it. The reactants are: [F:1][C:2]1[CH:7]=[CH:6][N:5]=[C:4]2[NH:8][C:9]([CH3:11])=[CH:10][C:3]=12.[H-].[Na+].Cl[Si:15]([CH:22]([CH3:24])[CH3:23])([CH:19]([CH3:21])[CH3:20])[CH:16]([CH3:18])[CH3:17].[Cl-].[NH4+]. (3) Given the product [C:40]1([C:29]2[NH:30][C:31](=[O:39])[N:24]([CH:21]3[CH2:22][CH2:23][N:18]([C:16]([O:15][CH2:14][CH:12]4[C:13]5[CH:1]=[CH:2][CH:3]=[CH:4][C:5]=5[C:6]5[C:11]4=[CH:10][CH:9]=[CH:8][CH:7]=5)=[O:17])[CH2:19][CH2:20]3)[N:25]=2)[CH:45]=[CH:44][CH:43]=[CH:42][CH:41]=1, predict the reactants needed to synthesize it. The reactants are: [CH:1]1[C:13]2[CH:12]([CH2:14][O:15][C:16]([N:18]3[CH2:23][CH2:22][CH:21]([NH:24][NH2:25])[CH2:20][CH2:19]3)=[O:17])[C:11]3[C:6](=[CH:7][CH:8]=[CH:9][CH:10]=3)[C:5]=2[CH:4]=[CH:3][CH:2]=1.S.CC1N(C2CCNCC2)[C:31](=[O:39])[NH:30][C:29]=1[C:40]1[CH:45]=[CH:44][CH:43]=[CH:42][CH:41]=1. (4) Given the product [C:13]([O:12][C:5]1[CH:4]=[CH:3][C:2]([Cl:1])=[CH:11][C:6]=1[C:7]([O:9][CH3:10])=[O:8])(=[O:16])[C:20]1[CH:25]=[CH:24][CH:23]=[CH:22][CH:21]=1, predict the reactants needed to synthesize it. The reactants are: [Cl:1][C:2]1[CH:3]=[CH:4][C:5]([OH:12])=[C:6]([CH:11]=1)[C:7]([O:9][CH3:10])=[O:8].[C:13]([O-:16])([O-])=O.[K+].[K+].C(Br)[C:20]1[CH:25]=[CH:24][CH:23]=[CH:22][CH:21]=1.